From a dataset of Catalyst prediction with 721,799 reactions and 888 catalyst types from USPTO. Predict which catalyst facilitates the given reaction. (1) Reactant: Br[C:2]1[CH:3]=[C:4]([C:9]2[O:10][C:11]3[C:16]([N:17]=2)=[CH:15][CH:14]=[CH:13][N:12]=3)[C:5]([NH2:8])=[N:6][CH:7]=1.C([O-])(=O)C.[K+].[CH3:23][C:24]1([CH3:40])[C:28]([CH3:30])([CH3:29])[O:27][B:26]([B:26]2[O:27][C:28]([CH3:30])([CH3:29])[C:24]([CH3:40])([CH3:23])[O:25]2)[O:25]1. Product: [N:17]1[C:16]2[C:11](=[N:12][CH:13]=[CH:14][CH:15]=2)[O:10][C:9]=1[C:4]1[C:5]([NH2:8])=[N:6][CH:7]=[C:2]([B:26]2[O:27][C:28]([CH3:30])([CH3:29])[C:24]([CH3:40])([CH3:23])[O:25]2)[CH:3]=1. The catalyst class is: 75. (2) Reactant: [F:1][C:2]1[CH:7]=[C:6]([F:8])[CH:5]=[CH:4][C:3]=1[CH2:9][C:10]([NH:12][NH:13]C(OC(C)(C)C)=O)=[O:11].[ClH:21]. Product: [ClH:21].[F:1][C:2]1[CH:7]=[C:6]([F:8])[CH:5]=[CH:4][C:3]=1[CH2:9][C:10]([NH:12][NH2:13])=[O:11]. The catalyst class is: 12. (3) Reactant: Br[C:2]1[CH:3]=[C:4]([NH2:21])[C:5]2[C:6]([F:20])=[N:7][N:8]([S:11]([C:14]3[CH:19]=[CH:18][CH:17]=[CH:16][CH:15]=3)(=[O:13])=[O:12])[C:9]=2[CH:10]=1.CC1(C)C(C)(C)OB([C:30]2[CH:38]=[CH:37][CH:36]=[C:35]3[C:31]=2[CH:32]=[CH:33][NH:34]3)O1.P([O-])([O-])([O-])=O.[K+].[K+].[K+].O1CCOCC1. Product: [F:20][C:6]1[C:5]2[C:4]([NH2:21])=[CH:3][C:2]([C:30]3[CH:38]=[CH:37][CH:36]=[C:35]4[C:31]=3[CH:32]=[CH:33][NH:34]4)=[CH:10][C:9]=2[N:8]([S:11]([C:14]2[CH:19]=[CH:18][CH:17]=[CH:16][CH:15]=2)(=[O:13])=[O:12])[N:7]=1. The catalyst class is: 263. (4) Reactant: [CH:1]1([CH2:4][O:5][C:6]2[CH:11]=[C:10]([SH:12])[CH:9]=[CH:8][C:7]=2[NH:13][S:14]([CH3:17])(=[O:16])=[O:15])[CH2:3][CH2:2]1.[Cl:18][C:19]1[CH:20]=[N+:21]([O-:56])[CH:22]=[C:23]([Cl:55])[C:24]=1[CH2:25][C@@H:26]([C:40]1[CH:45]=[CH:44][C:43]([O:46][CH:47]([F:49])[F:48])=[C:42]([O:50][CH2:51][CH:52]2[CH2:54][CH2:53]2)[CH:41]=1)[O:27][C:28](OC1C=CC([N+]([O-])=O)=CC=1)=[O:29]. Product: [Cl:55][C:23]1[CH:22]=[N+:21]([O-:56])[CH:20]=[C:19]([Cl:18])[C:24]=1[CH2:25][C@@H:26]([C:40]1[CH:45]=[CH:44][C:43]([O:46][CH:47]([F:49])[F:48])=[C:42]([O:50][CH2:51][CH:52]2[CH2:54][CH2:53]2)[CH:41]=1)[O:27][C:28]([S:12][C:10]1[CH:9]=[CH:8][C:7]([NH:13][S:14]([CH3:17])(=[O:16])=[O:15])=[C:6]([O:5][CH2:4][CH:1]2[CH2:2][CH2:3]2)[CH:11]=1)=[O:29]. The catalyst class is: 79. (5) Reactant: N1C=CN=C1.[OH:6][C:7]1[C:12](=[O:13])[CH:11]=[CH:10][O:9][C:8]=1[CH3:14].[C:15]([Si:19]([CH3:22])([CH3:21])Cl)([CH3:18])([CH3:17])[CH3:16].C(=O)([O-])O. Product: [Si:19]([O:6][C:7]1[C:12](=[O:13])[CH:11]=[CH:10][O:9][C:8]=1[CH3:14])([C:15]([CH3:18])([CH3:17])[CH3:16])([CH3:22])[CH3:21]. The catalyst class is: 9. (6) Reactant: [N:1]([CH2:4][C:5]([C:8]1[CH:9]=[CH:10][CH:11]=[C:12]2[C:17]=1[N:16]=[CH:15][CH:14]=[CH:13]2)([F:7])[F:6])=[N+]=[N-]. Product: [F:7][C:5]([F:6])([C:8]1[CH:9]=[CH:10][CH:11]=[C:12]2[C:17]=1[N:16]=[CH:15][CH:14]=[CH:13]2)[CH2:4][NH2:1]. The catalyst class is: 19. (7) The catalyst class is: 3. Product: [Cl:17][C:18]1[CH:23]=[C:22]([Cl:24])[CH:21]=[CH:20][C:19]=1[O:25][C:2]1[CH:7]=[CH:6][C:5]([N+:8]([O-:10])=[O:9])=[CH:4][CH:3]=1. Reactant: F[C:2]1[CH:7]=[CH:6][C:5]([N+:8]([O-:10])=[O:9])=[CH:4][CH:3]=1.C(=O)([O-])[O-].[K+].[K+].[Cl:17][C:18]1[CH:23]=[C:22]([Cl:24])[CH:21]=[CH:20][C:19]=1[OH:25].O. (8) Product: [OH:25][C@@H:3]([C:2]([CH3:1])([CH3:30])[CH2:26][CH2:27][CH2:28][CH3:29])/[CH:4]=[CH:5]/[C@H:6]1[CH2:10][O:9][C:8](=[O:11])[N:7]1[CH2:12][CH2:13][S:14][C:15]1[S:16][CH:17]=[C:18]([C:20]([O:22][CH2:23][CH3:24])=[O:21])[N:19]=1. The catalyst class is: 5. Reactant: [CH3:1][C:2]([CH3:30])([CH2:26][CH2:27][CH2:28][CH3:29])[C:3](=[O:25])/[CH:4]=[CH:5]/[C@H:6]1[CH2:10][O:9][C:8](=[O:11])[N:7]1[CH2:12][CH2:13][S:14][C:15]1[S:16][CH:17]=[C:18]([C:20]([O:22][CH2:23][CH3:24])=[O:21])[N:19]=1.[BH4-].[Na+].C(O)(=O)C.O.